Dataset: Forward reaction prediction with 1.9M reactions from USPTO patents (1976-2016). Task: Predict the product of the given reaction. (1) Given the reactants Br[C:2]1[CH:7]=[CH:6][CH:5]=[CH:4][C:3]=1[CH:8]([O:10][CH2:11][C@H:12]1[CH2:14][O:13]1)[CH3:9].C(=O)([O-])[O-].[Na+].[Na+].[C:21]([C:23]1[CH:28]=[CH:27][C:26](B(O)O)=[CH:25][CH:24]=1)#[N:22], predict the reaction product. The product is: [O:13]1[CH2:14][C@@H:12]1[CH2:11][O:10][CH:8]([C:3]1[CH:4]=[CH:5][CH:6]=[CH:7][C:2]=1[C:26]1[CH:27]=[CH:28][C:23]([C:21]#[N:22])=[CH:24][CH:25]=1)[CH3:9]. (2) Given the reactants [CH2:1]([O:8][C:9]1[C:10]([C:29]([OH:31])=O)=[N:11][C:12]([CH2:16][C:17]2([C:22]3[CH:27]=[CH:26][C:25]([Cl:28])=[CH:24][CH:23]=3)[CH2:21][CH2:20][CH2:19][CH2:18]2)=[N:13][C:14]=1[OH:15])[C:2]1[CH:7]=[CH:6][CH:5]=[CH:4][CH:3]=1.[Si:32]([O:39][CH2:40][CH2:41][NH:42][CH:43]1[CH2:45][CH2:44]1)([C:35]([CH3:38])([CH3:37])[CH3:36])([CH3:34])[CH3:33].CN(C(ON1N=NC2C=CC=NC1=2)=[N+](C)C)C.F[P-](F)(F)(F)(F)F.C(N(CC)C(C)C)(C)C, predict the reaction product. The product is: [Si:32]([O:39][CH2:40][CH2:41][N:42]([CH:43]1[CH2:44][CH2:45]1)[C:29]([C:10]1[C:9]([O:8][CH2:1][C:2]2[CH:3]=[CH:4][CH:5]=[CH:6][CH:7]=2)=[C:14]([OH:15])[N:13]=[C:12]([CH2:16][C:17]2([C:22]3[CH:27]=[CH:26][C:25]([Cl:28])=[CH:24][CH:23]=3)[CH2:18][CH2:19][CH2:20][CH2:21]2)[N:11]=1)=[O:31])([C:35]([CH3:38])([CH3:37])[CH3:36])([CH3:34])[CH3:33]. (3) Given the reactants C([BH3-])#N.[Na+].[OH:5][C:6]([C:31]([F:34])([F:33])[F:32])([CH2:20][CH:21]1[C:30]2[C:25](=[CH:26][CH:27]=[CH:28][CH:29]=2)[S:24][CH2:23][CH2:22]1)[CH:7]=[N:8][C:9]1[CH:18]=[CH:17][CH:16]=[C:15]2[C:10]=1[CH:11]=[CH:12][C:13](=[O:19])[NH:14]2.C(=O)(O)[O-].[Na+], predict the reaction product. The product is: [OH:5][C:6]([C:31]([F:33])([F:34])[F:32])([CH2:20][CH:21]1[C:30]2[C:25](=[CH:26][CH:27]=[CH:28][CH:29]=2)[S:24][CH2:23][CH2:22]1)[CH2:7][NH:8][C:9]1[CH:18]=[CH:17][CH:16]=[C:15]2[C:10]=1[CH:11]=[CH:12][C:13](=[O:19])[NH:14]2. (4) Given the reactants [F:1][C:2]1[CH:3]=[C:4]([CH:7]=[CH:8][CH:9]=1)[CH2:5][NH2:6].[Cl:10][C:11]1[C:20]([C:21](Cl)=[O:22])=[C:19]([CH3:24])[C:18]2[C:13](=[CH:14][C:15]([C:25]([F:28])([F:27])[F:26])=[CH:16][CH:17]=2)[N:12]=1, predict the reaction product. The product is: [Cl:10][C:11]1[C:20]([C:21]([NH:6][CH2:5][C:4]2[CH:7]=[CH:8][CH:9]=[C:2]([F:1])[CH:3]=2)=[O:22])=[C:19]([CH3:24])[C:18]2[C:13](=[CH:14][C:15]([C:25]([F:26])([F:28])[F:27])=[CH:16][CH:17]=2)[N:12]=1. (5) Given the reactants [OH-].[Na+].[NH2:3][CH:4]([C:15]([OH:17])=[O:16])[CH2:5][C:6]1[C:14]2[C:9](=[CH:10][CH:11]=[CH:12][CH:13]=2)[NH:8][CH:7]=1.[C:18]1([CH2:24][CH2:25][C:26](Cl)=[O:27])[CH:23]=[CH:22][CH:21]=[CH:20][CH:19]=1.Cl, predict the reaction product. The product is: [C:18]1([CH2:24][CH2:25][C:26]([NH:3][C@H:4]([C:15]([OH:17])=[O:16])[CH2:5][C:6]2[C:14]3[C:9](=[CH:10][CH:11]=[CH:12][CH:13]=3)[NH:8][CH:7]=2)=[O:27])[CH:23]=[CH:22][CH:21]=[CH:20][CH:19]=1. (6) Given the reactants B(Br)(Br)Br.[CH2:5]([N:12]1[C:24]2[CH:23]=[C:22]3[CH:25]=[CH:26][CH:27]=[CH:28][C:21]3=[C:20]([O:29]C)[C:19]=2[C:18]2[C:17]([C:31]([O:33][CH3:34])=[O:32])=[CH:16][CH:15]=[CH:14][C:13]1=2)[C:6]1[CH:11]=[CH:10][CH:9]=[CH:8][CH:7]=1, predict the reaction product. The product is: [CH2:5]([N:12]1[C:24]2[CH:23]=[C:22]3[CH:25]=[CH:26][CH:27]=[CH:28][C:21]3=[C:20]([OH:29])[C:19]=2[C:18]2[C:17]([C:31]([O:33][CH3:34])=[O:32])=[CH:16][CH:15]=[CH:14][C:13]1=2)[C:6]1[CH:11]=[CH:10][CH:9]=[CH:8][CH:7]=1. (7) Given the reactants [C:1]([C:4]1[CH:24]=[CH:23][C:7]([O:8][CH2:9][CH2:10][CH2:11][CH2:12][N:13]([CH3:22])[C:14]2[CH:21]=[CH:20][C:17]([C:18]#[N:19])=[CH:16][CH:15]=2)=[C:6]([CH2:25][CH2:26][CH3:27])[C:5]=1[OH:28])(=[O:3])[CH3:2].C([Sn](=O)CCCC)CCC.[N:39]([Si](C)(C)C)=[N+:40]=[N-:41], predict the reaction product. The product is: [OH:28][C:5]1[C:6]([CH2:25][CH2:26][CH3:27])=[C:7]([O:8][CH2:9][CH2:10][CH2:11][CH2:12][N:13]([CH3:22])[C:14]2[CH:21]=[CH:20][C:17]([C:18]3[N:39]=[N:40][NH:41][N:19]=3)=[CH:16][CH:15]=2)[CH:23]=[CH:24][C:4]=1[C:1](=[O:3])[CH3:2]. (8) The product is: [CH3:27][C@H:9]1[C@@H:10]([NH:14][C:15](=[O:16])[O:17][CH2:18][CH2:19][C:20]2[CH:25]=[CH:24][C:23]([CH3:26])=[CH:22][CH:21]=2)[C:11](=[O:13])[O:12]1. Given the reactants CCN(CC)CC.O[C@@H:9]([CH3:27])[C@@H:10]([NH:14][C:15]([O:17][CH2:18][CH2:19][C:20]1[CH:25]=[CH:24][C:23]([CH3:26])=[CH:22][CH:21]=1)=[O:16])[C:11]([OH:13])=[O:12].CN(C(ON1N=NC2C=CC=CC1=2)=[N+](C)C)C.F[P-](F)(F)(F)(F)F, predict the reaction product. (9) Given the reactants C(OC([N:8]1[CH2:13][CH2:12][N:11]([C:14]2[N:19]=[CH:18][C:17]([C:20]3[CH:25]=[CH:24][C:23]([F:26])=[CH:22][CH:21]=3)=[CH:16][N:15]=2)[CH2:10][CH2:9]1)=O)(C)(C)C.[ClH:27], predict the reaction product. The product is: [ClH:27].[ClH:27].[F:26][C:23]1[CH:24]=[CH:25][C:20]([C:17]2[CH:16]=[N:15][C:14]([N:11]3[CH2:12][CH2:13][NH:8][CH2:9][CH2:10]3)=[N:19][CH:18]=2)=[CH:21][CH:22]=1. (10) Given the reactants C1C=CC(P(C2C=CC3C(=CC=CC=3)C=2C2C3C(=CC=CC=3)C=CC=2P(C2C=CC=CC=2)C2C=CC=CC=2)C2C=CC=CC=2)=CC=1.I[C:48]1[C:49]2[C:50](=[CH:54][N:55]([CH2:57][C:58]3[CH:63]=[CH:62][C:61]([O:64][CH3:65])=[CH:60][CH:59]=3)[N:56]=2)[N:51]=[CH:52][CH:53]=1.[Cl:66][C:67]1[CH:68]=[CH:69][C:70]([F:80])=[C:71]([C:73]2[CH:78]=[C:77]([NH2:79])[CH:76]=[CH:75][N:74]=2)[CH:72]=1.CC([O-])(C)C.[Na+], predict the reaction product. The product is: [Cl:66][C:67]1[CH:68]=[CH:69][C:70]([F:80])=[C:71]([C:73]2[CH:78]=[C:77]([NH:79][C:48]3[C:49]4[C:50](=[CH:54][N:55]([CH2:57][C:58]5[CH:63]=[CH:62][C:61]([O:64][CH3:65])=[CH:60][CH:59]=5)[N:56]=4)[N:51]=[CH:52][CH:53]=3)[CH:76]=[CH:75][N:74]=2)[CH:72]=1.